Dataset: Reaction yield outcomes from USPTO patents with 853,638 reactions. Task: Predict the reaction yield, written as a fraction of the theoretical maximum amount of product (1.0 means a 100% yield; for example, 0.34 means a 34% yield). (1) The yield is 0.499. The catalyst is CN(C=O)C.C1C=CC([P]([Pd]([P](C2C=CC=CC=2)(C2C=CC=CC=2)C2C=CC=CC=2)([P](C2C=CC=CC=2)(C2C=CC=CC=2)C2C=CC=CC=2)[P](C2C=CC=CC=2)(C2C=CC=CC=2)C2C=CC=CC=2)(C2C=CC=CC=2)C2C=CC=CC=2)=CC=1. The reactants are [Br:1][C:2]1[CH:3]=[C:4]([C:8]2[CH:28]=[C:11]3[N:12]=[C:13]([CH3:27])[C:14]([C@H:17]([O:22][C:23]([CH3:26])([CH3:25])[CH3:24])[C:18]([O:20][CH3:21])=[O:19])=[C:15](I)[N:10]3[N:9]=2)[CH:5]=[CH:6][CH:7]=1.[CH2:29]([N:32]1[CH2:37][CH2:36][O:35][C:34]2[CH:38]=[CH:39][C:40](B3OC(C)(C)C(C)(C)O3)=[C:41]([Cl:42])[C:33]1=2)[CH:30]=[CH2:31].C([O-])([O-])=O.[Na+].[Na+]. The product is [CH2:29]([N:32]1[CH2:37][CH2:36][O:35][C:34]2[CH:38]=[CH:39][C:40]([C:15]3[N:10]4[N:9]=[C:8]([C:4]5[CH:5]=[CH:6][CH:7]=[C:2]([Br:1])[CH:3]=5)[CH:28]=[C:11]4[N:12]=[C:13]([CH3:27])[C:14]=3[C@H:17]([O:22][C:23]([CH3:26])([CH3:25])[CH3:24])[C:18]([O:20][CH3:21])=[O:19])=[C:41]([Cl:42])[C:33]1=2)[CH:30]=[CH2:31]. (2) The product is [CH:11]1([C:2]2[CH:7]=[CH:6][C:5]([C:8](=[O:10])[CH3:9])=[CH:4][CH:3]=2)[CH2:13][CH2:12]1. The catalyst is O.O1CCOCC1.C1C=CC(P(C2C=CC=CC=2)[C-]2C=CC=C2)=CC=1.C1C=CC(P(C2C=CC=CC=2)[C-]2C=CC=C2)=CC=1.Cl[Pd]Cl.[Fe+2]. The reactants are Br[C:2]1[CH:7]=[CH:6][C:5]([C:8](=[O:10])[CH3:9])=[CH:4][CH:3]=1.[CH:11]1(B(O)O)[CH2:13][CH2:12]1.P([O-])([O-])([O-])=O.[K+].[K+].[K+]. The yield is 0.870. (3) The reactants are Cl.C[O:3][C:4](=[O:39])[C:5]1[CH:10]=[CH:9][C:8]([CH2:11][O:12][C:13]2[CH:18]=[CH:17][C:16]([CH2:19][C@H:20]([NH2:38])[C:21]3[N:22]([CH2:34][CH2:35][CH2:36][CH3:37])[CH:23]=[C:24]([C:26]4[CH:31]=[CH:30][C:29]([Cl:32])=[CH:28][C:27]=4[Cl:33])[N:25]=3)=[CH:15][CH:14]=2)=[CH:7][CH:6]=1.[CH2:40]([C@H:45]1[CH2:50][CH2:49][C@H:48]([C:51]([OH:53])=O)[CH2:47][CH2:46]1)[CH2:41][CH2:42][CH2:43][CH3:44]. No catalyst specified. The product is [CH2:34]([N:22]1[CH:23]=[C:24]([C:26]2[CH:31]=[CH:30][C:29]([Cl:32])=[CH:28][C:27]=2[Cl:33])[N:25]=[C:21]1[C@@H:20]([NH:38][C:51]([C@H:48]1[CH2:47][CH2:46][C@H:45]([CH2:40][CH2:41][CH2:42][CH2:43][CH3:44])[CH2:50][CH2:49]1)=[O:53])[CH2:19][C:16]1[CH:17]=[CH:18][C:13]([O:12][CH2:11][C:8]2[CH:7]=[CH:6][C:5]([C:4]([OH:39])=[O:3])=[CH:10][CH:9]=2)=[CH:14][CH:15]=1)[CH2:35][CH2:36][CH3:37]. The yield is 0.580. (4) The reactants are [Br:1][C:2]1[CH:3]=[C:4]2[C:8](=[CH:9][CH:10]=1)[N:7]([CH2:11][CH2:12][CH2:13][OH:14])[N:6]=[CH:5]2.N1C=CN=C1.[Si:20](Cl)([C:33]([CH3:36])([CH3:35])[CH3:34])([C:27]1[CH:32]=[CH:31][CH:30]=[CH:29][CH:28]=1)[C:21]1[CH:26]=[CH:25][CH:24]=[CH:23][CH:22]=1. The catalyst is C(Cl)Cl.CCOCC. The product is [Br:1][C:2]1[CH:3]=[C:4]2[C:8](=[CH:9][CH:10]=1)[N:7]([CH2:11][CH2:12][CH2:13][O:14][Si:20]([C:33]([CH3:36])([CH3:35])[CH3:34])([C:27]1[CH:28]=[CH:29][CH:30]=[CH:31][CH:32]=1)[C:21]1[CH:26]=[CH:25][CH:24]=[CH:23][CH:22]=1)[N:6]=[CH:5]2. The yield is 0.960. (5) The reactants are [Cl:1][C:2]1[C:3]([C:8]2[CH:16]=[C:15]([C:17]([F:20])([F:19])[F:18])[CH:14]=[CH:13][C:9]=2[C:10]([OH:12])=O)=[N:4][CH:5]=[CH:6][CH:7]=1.CS(Cl)(=O)=O.C(N(CC)CC)C.[NH2:33][C:34]1[C:42]([CH3:43])=[CH:41][C:40]([Cl:44])=[CH:39][C:35]=1[C:36](O)=[O:37].C([O-])([O-])=O.[K+].[K+]. The catalyst is C(#N)C. The product is [Cl:44][C:40]1[CH:41]=[C:42]([CH3:43])[C:34]2[N:33]=[C:10]([C:9]3[CH:13]=[CH:14][C:15]([C:17]([F:20])([F:19])[F:18])=[CH:16][C:8]=3[C:3]3[C:2]([Cl:1])=[CH:7][CH:6]=[CH:5][N:4]=3)[O:12][C:36](=[O:37])[C:35]=2[CH:39]=1. The yield is 0.290. (6) The reactants are Br[C:2]1[S:3][CH:4]=[CH:5][N:6]=1.CC1(C)C(C)(C)OB([C:15]2[CH:16]=[N:17][NH:18][CH:19]=2)O1.C(=O)([O-])[O-].[Na+].[Na+]. The catalyst is C1(C)C=CC=CC=1.C(O)C.C1C=CC([P]([Pd]([P](C2C=CC=CC=2)(C2C=CC=CC=2)C2C=CC=CC=2)([P](C2C=CC=CC=2)(C2C=CC=CC=2)C2C=CC=CC=2)[P](C2C=CC=CC=2)(C2C=CC=CC=2)C2C=CC=CC=2)(C2C=CC=CC=2)C2C=CC=CC=2)=CC=1. The product is [NH:17]1[CH:16]=[C:15]([C:2]2[S:3][CH:4]=[CH:5][N:6]=2)[CH:19]=[N:18]1. The yield is 0.560.